From a dataset of Forward reaction prediction with 1.9M reactions from USPTO patents (1976-2016). Predict the product of the given reaction. (1) Given the reactants [Br:1][C:2]1[CH:3]=[CH:4][C:5]([F:19])=[C:6]([C:8]2([CH3:18])[C:14]([F:16])([F:15])[CH2:13][O:12][CH2:11][C:10](=S)[NH:9]2)[CH:7]=1.[NH3:20].CO, predict the reaction product. The product is: [Br:1][C:2]1[CH:3]=[CH:4][C:5]([F:19])=[C:6]([C:8]2([CH3:18])[C:14]([F:16])([F:15])[CH2:13][O:12][CH2:11][C:10](=[NH:20])[NH:9]2)[CH:7]=1. (2) Given the reactants [O:1]=[C:2]1[CH2:5][CH:4]([C:6]([OH:8])=O)[CH2:3]1.C(N1C=CN=C1)(N1C=CN=C1)=O.O[N:22]=[C:23]([NH2:34])[C:24]1[CH:29]=[CH:28][C:27]([CH3:30])=[C:26]([N+:31]([O-:33])=[O:32])[CH:25]=1, predict the reaction product. The product is: [CH3:30][C:27]1[CH:28]=[CH:29][C:24]([C:23]2[N:22]=[C:6]([CH:4]3[CH2:3][C:2](=[O:1])[CH2:5]3)[O:8][N:34]=2)=[CH:25][C:26]=1[N+:31]([O-:33])=[O:32]. (3) Given the reactants [BH4-].[Na+].[CH2:3]([O:10][C:11]1[CH:12]=[C:13]([C:25]2[CH2:29][C:28]([CH2:33][C:34](O)=[O:35])([C:30](O)=[O:31])[O:27][N:26]=2)[CH:14]=[CH:15][C:16]=1[O:17][CH2:18][C:19]1[CH:24]=[CH:23][CH:22]=[CH:21][CH:20]=1)[C:4]1[CH:9]=[CH:8][CH:7]=[CH:6][CH:5]=1.FB(F)F.[OH-].[Na+], predict the reaction product. The product is: [CH2:3]([O:10][C:11]1[CH:12]=[C:13]([C:25]2[CH2:29][C:28]([CH2:33][CH2:34][OH:35])([CH2:30][OH:31])[O:27][N:26]=2)[CH:14]=[CH:15][C:16]=1[O:17][CH2:18][C:19]1[CH:24]=[CH:23][CH:22]=[CH:21][CH:20]=1)[C:4]1[CH:9]=[CH:8][CH:7]=[CH:6][CH:5]=1. (4) Given the reactants [F:1][C:2]1[CH:7]=[CH:6][C:5]([C@H:8]([O:30][CH3:31])[CH2:9][C@@H:10]([C:26]([O:28][CH3:29])=[O:27])[CH2:11][CH2:12][N:13]2[CH2:18][CH2:17][N:16](C(OC(C)(C)C)=O)[CH2:15][CH2:14]2)=[CH:4][CH:3]=1.C(O)(C(F)(F)F)=O, predict the reaction product. The product is: [F:1][C:2]1[CH:7]=[CH:6][C:5]([C@H:8]([O:30][CH3:31])[CH2:9][C@H:10]([CH2:11][CH2:12][N:13]2[CH2:14][CH2:15][NH:16][CH2:17][CH2:18]2)[C:26]([O:28][CH3:29])=[O:27])=[CH:4][CH:3]=1. (5) Given the reactants [C:1]([C:3]1[CH:4]=[C:5]([OH:9])[CH:6]=[CH:7][CH:8]=1)#[N:2].[H-].[Na+].[Cl:12][C:13]1[CH:29]=[C:28]([Cl:30])[CH:27]=[CH:26][C:14]=1[CH2:15][NH:16][C:17](=[O:25])[C:18]1[CH:23]=[CH:22][C:21](F)=[N:20][CH:19]=1, predict the reaction product. The product is: [C:1]([C:3]1[CH:4]=[C:5]([CH:6]=[CH:7][CH:8]=1)[O:9][C:21]1[CH:22]=[CH:23][C:18]([C:17]([NH:16][CH2:15][C:14]2[CH:26]=[CH:27][C:28]([Cl:30])=[CH:29][C:13]=2[Cl:12])=[O:25])=[CH:19][N:20]=1)#[N:2]. (6) Given the reactants [CH:1]1[C:10]2[C:5](=[CH:6][CH:7]=[C:8]([C:11]3[CH:12]=[C:13]([C:22]([O:24]CC)=[O:23])[CH:14]=[C:15]([CH:21]=3)[C:16]([O:18]CC)=[O:17])[CH:9]=2)[CH:4]=[CH:3][C:2]=1[C:27]1[CH:28]=[C:29]([C:38]([O:40]CC)=[O:39])[CH:30]=[C:31]([CH:37]=1)[C:32]([O:34]CC)=[O:33], predict the reaction product. The product is: [CH:1]1[C:10]2[C:5](=[CH:6][CH:7]=[C:8]([C:11]3[CH:12]=[C:13]([C:22]([OH:24])=[O:23])[CH:14]=[C:15]([CH:21]=3)[C:16]([OH:18])=[O:17])[CH:9]=2)[CH:4]=[CH:3][C:2]=1[C:27]1[CH:37]=[C:31]([C:32]([OH:34])=[O:33])[CH:30]=[C:29]([CH:28]=1)[C:38]([OH:40])=[O:39].